From a dataset of Reaction yield outcomes from USPTO patents with 853,638 reactions. Predict the reaction yield, written as a fraction of the theoretical maximum amount of product (1.0 means a 100% yield; for example, 0.34 means a 34% yield). (1) The reactants are [OH-].[K+:2].[CH3:3][N:4]1[C:12]2[C:7](=[CH:8][C:9]([NH:13][C:14]([C:16]3[C:17]([C:22]4[CH:27]=[CH:26][C:25]([C:28]([F:31])([F:30])[F:29])=[CH:24][CH:23]=4)=[CH:18][CH:19]=[CH:20][CH:21]=3)=[O:15])=[CH:10][CH:11]=2)[CH:6]=[C:5]1[C:32]([O:34]CC)=[O:33]. The catalyst is O.CC(O)C. The product is [K+:2].[CH3:3][N:4]1[C:12]2[C:7](=[CH:8][C:9]([NH:13][C:14]([C:16]3[C:17]([C:22]4[CH:27]=[CH:26][C:25]([C:28]([F:30])([F:31])[F:29])=[CH:24][CH:23]=4)=[CH:18][CH:19]=[CH:20][CH:21]=3)=[O:15])=[CH:10][CH:11]=2)[CH:6]=[C:5]1[C:32]([O-:34])=[O:33]. The yield is 0.850. (2) The reactants are [CH2:1]([C:3]1[N:4]=[C:5]([CH2:27][CH2:28][CH3:29])[N:6]([CH2:12][C:13]2[CH:18]=[CH:17][C:16]([C:19]3[C:20]([C:25]#[N:26])=[CH:21][CH:22]=[CH:23][CH:24]=3)=[CH:15][CH:14]=2)[C:7](=[O:11])[C:8]=1[CH:9]=[O:10])[CH3:2].O1C[CH2:33][CH2:32][CH2:31]1. No catalyst specified. The product is [CH2:1]([C:3]1[N:4]=[C:5]([CH2:27][CH2:28][CH3:29])[N:6]([CH2:12][C:13]2[CH:18]=[CH:17][C:16]([C:19]3[C:20]([C:25]#[N:26])=[CH:21][CH:22]=[CH:23][CH:24]=3)=[CH:15][CH:14]=2)[C:7](=[O:11])[C:8]=1[CH:9]([OH:10])[CH:32]([CH3:33])[CH3:31])[CH3:2]. The yield is 0.570. (3) The reactants are [P:1]([O:13][CH2:14][C@@H:15]1[C@@H:22]2[C@@H:18]([O:19][C:20]([CH3:24])([CH3:23])[O:21]2)[C@H:17]([N:25]2[C:30]([CH3:31])=[C:29]([CH3:32])[C:28](=[O:33])[NH:27][C:26]2=[O:34])[O:16]1)([O:8][C:9]([CH3:12])([CH3:11])[CH3:10])([O:3][C:4]([CH3:7])([CH3:6])[CH3:5])=[O:2].[Se](=O)=[O:36]. The catalyst is O1CCOCC1. The product is [P:1]([O:13][CH2:14][C@@H:15]1[C@@H:22]2[C@@H:18]([O:19][C:20]([CH3:23])([CH3:24])[O:21]2)[C@H:17]([N:25]2[C:30]([CH2:31][OH:36])=[C:29]([CH3:32])[C:28](=[O:33])[NH:27][C:26]2=[O:34])[O:16]1)([O:8][C:9]([CH3:10])([CH3:11])[CH3:12])([O:3][C:4]([CH3:6])([CH3:7])[CH3:5])=[O:2]. The yield is 0.190. (4) The reactants are O.[NH2:2][NH2:3].[CH3:4][O:5][CH2:6][C:7]1[O:11][N:10]=[C:9]([C:12]([O:14]CC)=O)[CH:8]=1. The catalyst is CCO. The product is [CH3:4][O:5][CH2:6][C:7]1[O:11][N:10]=[C:9]([C:12]([NH:2][NH2:3])=[O:14])[CH:8]=1. The yield is 0.900.